Dataset: Catalyst prediction with 721,799 reactions and 888 catalyst types from USPTO. Task: Predict which catalyst facilitates the given reaction. Reactant: [C:1]1([N:7]2[C:12](=[O:13])[C:11]3[S:14][CH:15]=[C:16]([C:17]4[CH:22]=[CH:21][CH:20]=[CH:19][CH:18]=4)[C:10]=3[N:9]=[CH:8]2)[CH:6]=[CH:5][CH:4]=[CH:3][CH:2]=1.NC1C(C2C=CC3[O:33][CH2:34][O:35]C=3C=2)=CSC=1C(OC)=O.C(OCC)(OCC)OCC.[Cl:52]C1C=CC(N)=CC=1. Product: [O:33]1[C:20]2[CH:21]=[CH:22][C:17]([C:16]3[C:10]4[N:9]=[CH:8][N:7]([C:1]5[CH:6]=[CH:5][C:4]([Cl:52])=[CH:3][CH:2]=5)[C:12](=[O:13])[C:11]=4[S:14][CH:15]=3)=[CH:18][C:19]=2[O:35][CH2:34]1. The catalyst class is: 15.